From a dataset of Peptide-MHC class I binding affinity with 185,985 pairs from IEDB/IMGT. Regression. Given a peptide amino acid sequence and an MHC pseudo amino acid sequence, predict their binding affinity value. This is MHC class I binding data. (1) The peptide sequence is RIRNKFMFI. The MHC is HLA-A30:01 with pseudo-sequence HLA-A30:01. The binding affinity (normalized) is 1.00. (2) The peptide sequence is SGGAYRLI. The MHC is H-2-Kb with pseudo-sequence H-2-Kb. The binding affinity (normalized) is 0.209.